From a dataset of hERG potassium channel inhibition data for cardiac toxicity prediction from Karim et al.. Regression/Classification. Given a drug SMILES string, predict its toxicity properties. Task type varies by dataset: regression for continuous values (e.g., LD50, hERG inhibition percentage) or binary classification for toxic/non-toxic outcomes (e.g., AMES mutagenicity, cardiotoxicity, hepatotoxicity). Dataset: herg_karim. (1) The drug is COc1cc(C=Cc2nc3ccccc3[nH]2)ccc1-n1cnc(C)c1. The result is 1 (blocker). (2) The drug is CCN(CC)C(=O)c1ccc(C2=CC3(CCNCC3)Oc3ccccc32)c(F)c1. The result is 1 (blocker). (3) The molecule is CC(C)[C@]1(C(=O)N2CCN(c3cc(C(F)(F)F)ccn3)CC2)CC[C@@H](NC2C3CCCC2COC3)C1. The result is 1 (blocker). (4) The compound is O=C(CNC(=O)c1cccc(C(F)(F)F)c1)NC1CN([C@H]2CC[C@@](O)(c3ccc(F)nc3)CC2)C1. The result is 0 (non-blocker). (5) The compound is C[C@H](CS)C(=O)N1CCC[C@H]1C(=O)O. The result is 0 (non-blocker).